Dataset: Full USPTO retrosynthesis dataset with 1.9M reactions from patents (1976-2016). Task: Predict the reactants needed to synthesize the given product. (1) Given the product [N:27]1([C:2]2[N:7]=[C:6]([N:8]3[C:16]4[CH:15]=[C:14]([C:17]5[CH:18]=[N:19][CH:20]=[C:21]([CH:23]6[CH2:26][O:25][CH2:24]6)[CH:22]=5)[N:13]=[CH:12][C:11]=4[CH:10]=[N:9]3)[CH:5]=[CH:4][CH:3]=2)[CH2:33][CH2:32][CH2:31][NH:30][CH2:29][CH2:28]1, predict the reactants needed to synthesize it. The reactants are: F[C:2]1[N:7]=[C:6]([N:8]2[C:16]3[CH:15]=[C:14]([C:17]4[CH:18]=[N:19][CH:20]=[C:21]([CH:23]5[CH2:26][O:25][CH2:24]5)[CH:22]=4)[N:13]=[CH:12][C:11]=3[CH:10]=[N:9]2)[CH:5]=[CH:4][CH:3]=1.[NH:27]1[CH2:33][CH2:32][CH2:31][NH:30][CH2:29][CH2:28]1. (2) Given the product [F:19][C:14]1[CH:13]=[C:12]([C:4]2[C:3]([CH3:20])=[C:2]([NH:35][C:34]3[CH:33]=[C:32]([N:36]4[CH2:37][CH2:38][O:39][CH2:40][CH2:41]4)[N:31]=[CH:30][C:29]=3[C:25]3[CH:26]=[N:27][CH:28]=[C:23]([O:22][CH3:21])[CH:24]=3)[C:11]3[C:6](=[N:7][CH:8]=[CH:9][CH:10]=3)[N:5]=2)[CH:17]=[C:16]([F:18])[CH:15]=1, predict the reactants needed to synthesize it. The reactants are: Cl[C:2]1[C:11]2[C:6](=[N:7][CH:8]=[CH:9][CH:10]=2)[N:5]=[C:4]([C:12]2[CH:17]=[C:16]([F:18])[CH:15]=[C:14]([F:19])[CH:13]=2)[C:3]=1[CH3:20].[CH3:21][O:22][C:23]1[CH:24]=[C:25]([C:29]2[CH:30]=[N:31][C:32]([N:36]3[CH2:41][CH2:40][O:39][CH2:38][CH2:37]3)=[CH:33][C:34]=2[NH2:35])[CH:26]=[N:27][CH:28]=1.CC(C1C=C(C(C)C)C(C2C=CC=CC=2P(C2CCCCC2)C2CCCCC2)=C(C(C)C)C=1)C.CC(C)([O-])C.[Na+]. (3) Given the product [ClH:24].[CH:1]1([C:4]2[CH:5]=[CH:6][C:7]3[NH:12][C:13]4[CH:18]=[C:17]([F:19])[CH:16]=[CH:15][C:14]=4[N:20]=[C:9]([NH2:10])[C:8]=3[CH:11]=2)[CH2:3][CH2:2]1, predict the reactants needed to synthesize it. The reactants are: [CH:1]1([C:4]2[CH:5]=[CH:6][C:7]([NH:12][C:13]3[CH:18]=[C:17]([F:19])[CH:16]=[CH:15][C:14]=3[N+:20]([O-])=O)=[C:8]([CH:11]=2)[C:9]#[N:10])[CH2:3][CH2:2]1.[Sn](Cl)[Cl:24].